Dataset: Catalyst prediction with 721,799 reactions and 888 catalyst types from USPTO. Task: Predict which catalyst facilitates the given reaction. (1) Reactant: [Br:1][C:2]1[CH:10]=[CH:9][C:5]2[NH:6][CH:7]=[N:8][C:4]=2[C:3]=1[Cl:11].[O:12]1[CH:17]=[CH:16][CH2:15][CH2:14][CH2:13]1.C12(CS(O)(=O)=O)C(C)(C)C(CC1)CC2=O. Product: [Br:1][C:2]1[CH:10]=[CH:9][C:5]2[N:6]([CH:13]3[CH2:14][CH2:15][CH2:16][CH2:17][O:12]3)[CH:7]=[N:8][C:4]=2[C:3]=1[Cl:11]. The catalyst class is: 1. (2) Reactant: Cl[C:2]1[CH:28]=[CH:27][C:5](N[C:2]2[CH:28]=[C:27](C(O)=O)[C:5](N[C:2]3[CH:28]=[CH:27][C:5](Cl)=[CH:4][CH:3]=3)=[CH:4][C:3]=2C(O)=O)=[CH:4][CH:3]=1.CO[C:31]1[CH:58]=[CH:57][C:34]([NH:35][C:36]2[CH:44]=[C:43]([C:45]([OH:47])=O)[C:42]([NH:48]C3C=CC(OC)=CC=3)=[CH:41][C:37]=2[C:38]([OH:40])=O)=[CH:33][CH:32]=1.CO.O. Product: [CH:2]1[CH:28]=[C:27]2[C:45]([C:43]3[C:42]([NH:48][C:5]2=[CH:4][CH:3]=1)=[CH:41][C:37]1[C:38]([C:57]2[C:34]([NH:35][C:36]=1[CH:44]=3)=[CH:33][CH:32]=[CH:31][CH:58]=2)=[O:40])=[O:47]. The catalyst class is: 72. (3) Reactant: [Br:1][C:2]1[CH:3]=[N:4][C:5](F)=[C:6]([CH:19]=1)[C:7]([C:9](=[CH:15][N:16]([CH3:18])C)[C:10]([O:12][CH2:13][CH3:14])=[O:11])=[O:8].N[C@H:22]1[CH2:27]C[CH2:25][N:24]([C:28]([O:30][C:31]([CH3:34])([CH3:33])[CH3:32])=[O:29])[CH2:23]1.C(=O)([O-])[O-].[K+].[K+].Cl. Product: [Br:1][C:2]1[CH:19]=[C:6]2[C:5](=[N:4][CH:3]=1)[N:16]([C@H:18]1[CH2:27][CH2:22][CH2:23][N:24]([C:28]([O:30][C:31]([CH3:32])([CH3:34])[CH3:33])=[O:29])[CH2:25]1)[CH:15]=[C:9]([C:10]([O:12][CH2:13][CH3:14])=[O:11])[C:7]2=[O:8]. The catalyst class is: 3. (4) Reactant: [CH3:1][O:2][C:3]1[CH:4]=[C:5]([CH:18]=[C:19]([O:23][CH3:24])[C:20]=1[O:21][CH3:22])[C:6]1[O:7][C:8]2[C:13]([C:14](=[O:16])[CH:15]=1)=[CH:12][CH:11]=[C:10]([OH:17])[CH:9]=2.[H-].[Na+].[CH2:27]([CH:29]1[O:31][CH2:30]1)Cl. Product: [O:31]1[CH2:30][CH:29]1[CH2:27][O:17][C:10]1[CH:9]=[C:8]2[C:13]([C:14](=[O:16])[CH:15]=[C:6]([C:5]3[CH:18]=[C:19]([O:23][CH3:24])[C:20]([O:21][CH3:22])=[C:3]([O:2][CH3:1])[CH:4]=3)[O:7]2)=[CH:12][CH:11]=1. The catalyst class is: 9. (5) Reactant: C(=O)([O:17][CH2:18][CH:19]1[N:23]2[C:24](=[O:33])[C:25]3[N:31]=[CH:30][C:29]([Br:32])=[CH:28][C:26]=3[N:27]=[C:22]2[CH2:21][CH2:20]1)OCC1C2C=CC=CC=2C2C1=CC=CC=2.CCN(CC)CC. Product: [OH:17][CH2:18][CH:19]1[N:23]2[C:24](=[O:33])[C:25]3[N:31]=[CH:30][C:29]([Br:32])=[CH:28][C:26]=3[N:27]=[C:22]2[CH2:21][CH2:20]1. The catalyst class is: 2.